This data is from Forward reaction prediction with 1.9M reactions from USPTO patents (1976-2016). The task is: Predict the product of the given reaction. (1) Given the reactants Br[C:2]1[CH:11]=[CH:10][CH:9]=[C:8]2[C:3]=1[CH:4]=[CH:5][C:6](Cl)=[N:7]2.[CH3:13][O:14][C:15]1[CH:22]=[CH:21][CH:20]=[CH:19][C:16]=1[CH2:17][NH2:18].[CH3:23][N:24]1[C:28]([CH2:29][NH2:30])=[CH:27][N:26]=[CH:25]1, predict the reaction product. The product is: [CH3:13][O:14][C:15]1[CH:22]=[CH:21][CH:20]=[CH:19][C:16]=1[CH2:17][NH:18][C:6]1[CH:5]=[CH:4][C:3]2[C:2]([NH:30][CH2:29][C:28]3[N:24]([CH3:23])[CH:25]=[N:26][CH:27]=3)=[CH:11][CH:10]=[CH:9][C:8]=2[N:7]=1. (2) Given the reactants [CH3:1][NH:2][C:3]([CH:5]1[CH2:7][CH:6]1[C:8]1[CH:13]=[CH:12][CH:11]=[CH:10][CH:9]=1)=O.[H-].[H-].[H-].[H-].[Li+].[Al+3], predict the reaction product. The product is: [CH3:1][NH:2][CH2:3][C@H:5]1[CH2:7][C@H:6]1[C:8]1[CH:13]=[CH:12][CH:11]=[CH:10][CH:9]=1. (3) Given the reactants [Cl:1][C:2]1[CH:3]=[C:4]2[C:8](=[C:9]([NH:11][CH:12]3[CH2:17][CH2:16][O:15][CH2:14][CH2:13]3)[CH:10]=1)[NH:7][C:6]([C:18]1[S:19][CH2:20][C@@H:21]([CH2:23][CH2:24][N:25]3[CH2:30][CH2:29][NH:28][CH2:27][CH2:26]3)[N:22]=1)=[CH:5]2.[N:31]1([CH2:36][C:37](O)=[O:38])[CH:35]=[N:34][N:33]=[N:32]1, predict the reaction product. The product is: [Cl:1][C:2]1[CH:3]=[C:4]2[C:8](=[C:9]([NH:11][CH:12]3[CH2:17][CH2:16][O:15][CH2:14][CH2:13]3)[CH:10]=1)[NH:7][C:6]([C:18]1[S:19][CH2:20][C@@H:21]([CH2:23][CH2:24][N:25]3[CH2:30][CH2:29][N:28]([C:37](=[O:38])[CH2:36][N:31]4[CH:35]=[N:34][N:33]=[N:32]4)[CH2:27][CH2:26]3)[N:22]=1)=[CH:5]2. (4) Given the reactants [O:1]1[CH2:5][CH2:4][C@@H:3]([NH:6][C:7]2[N:15]=[CH:14][N:13]=[C:12]3[C:8]=2[N:9]=[CH:10][N:11]3[C@@H:16]2[O:20][C@H:19]([CH2:21][NH:22][C:23]([NH:25][CH3:26])=[O:24])[C@@H:18]([OH:27])[C@H:17]2[OH:28])[CH2:2]1.[CH2:29](N=C=O)[CH2:30]C.CN=C=O, predict the reaction product. The product is: [O:1]1[CH2:5][CH2:4][C@@H:3]([NH:6][C:7]2[N:15]=[CH:14][N:13]=[C:12]3[C:8]=2[N:9]=[CH:10][N:11]3[C@@H:16]2[O:20][C@H:19]([CH2:21][NH:22][C:23]([NH:25][CH2:26][CH2:29][CH3:30])=[O:24])[C@@H:18]([OH:27])[C@H:17]2[OH:28])[CH2:2]1. (5) Given the reactants COC(C1C=C(O)C2C(=C(OCC3C=CC=CC=3)C=CC=2)N=1)=O.C[O:25][C:26]([C:28]1[C:37]([Br:38])=[C:36]([OH:39])[C:35]2[C:30](=[C:31]([O:40][CH2:41][C:42]3[CH:47]=[CH:46][CH:45]=[CH:44][CH:43]=3)[CH:32]=[CH:33][CH:34]=2)[N:29]=1)=[O:27], predict the reaction product. The product is: [CH2:41]([O:40][C:31]1[CH:32]=[CH:33][CH:34]=[C:35]2[C:30]=1[N:29]=[C:28]([C:26]([OH:27])=[O:25])[C:37]([Br:38])=[C:36]2[OH:39])[C:42]1[CH:47]=[CH:46][CH:45]=[CH:44][CH:43]=1. (6) Given the reactants [NH2:1][C@@H:2]([CH2:7][C:8]1[CH:13]=[CH:12][C:11]([OH:14])=[CH:10][CH:9]=1)[C:3]([O:5][CH3:6])=[O:4].[C:15](=[O:18])(O)[O-:16].[Na+], predict the reaction product. The product is: [C:8]([O:16][C:15]([NH:1][C@@H:2]([CH2:7][C:8]1[CH:9]=[CH:10][C:11]([OH:14])=[CH:12][CH:13]=1)[C:3]([O:5][CH3:6])=[O:4])=[O:18])([CH3:13])([CH3:9])[CH3:7]. (7) The product is: [N:14]([C:2]1[CH:7]=[C:6]([Br:8])[N:5]=[C:4]([Cl:9])[C:3]=1[O:10][CH:11]([F:13])[F:12])=[N+:15]=[N-:16]. Given the reactants Br[C:2]1[CH:7]=[C:6]([Br:8])[N:5]=[C:4]([Cl:9])[C:3]=1[O:10][CH:11]([F:13])[F:12].[N-:14]=[N+:15]=[N-:16].[Na+], predict the reaction product. (8) Given the reactants [I:1][C:2]1[CH:8]=[CH:7][CH:6]=[CH:5][C:3]=1[NH2:4].[CH3:9][O:10][C:11]1[CH:16]=[CH:15][C:14]([S:17](Cl)(=[O:19])=[O:18])=[CH:13][CH:12]=1.C(O)C, predict the reaction product. The product is: [I:1][C:2]1[CH:8]=[CH:7][CH:6]=[CH:5][C:3]=1[NH:4][S:17]([C:14]1[CH:13]=[CH:12][C:11]([O:10][CH3:9])=[CH:16][CH:15]=1)(=[O:19])=[O:18]. (9) Given the reactants [C:1]([O:5][C:6]([NH:8][C@H:9]([C:40]([O:42][C:43]([CH3:46])([CH3:45])[CH3:44])=[O:41])[CH2:10][C@H:11]([CH2:19][C:20]1[CH:25]=[CH:24][C:23]([O:26][CH2:27][CH2:28][O:29][S:30]([C:33]2[CH:38]=[CH:37][C:36]([CH3:39])=[CH:35][CH:34]=2)(=[O:32])=[O:31])=[CH:22][N:21]=1)[C:12]([O:14][C:15]([CH3:18])([CH3:17])[CH3:16])=[O:13])=[O:7])([CH3:4])([CH3:3])[CH3:2].ClC1C=C(C=CC=1)C(OO)=[O:52], predict the reaction product. The product is: [C:1]([O:5][C:6]([NH:8][C@H:9]([C:40]([O:42][C:43]([CH3:46])([CH3:45])[CH3:44])=[O:41])[CH2:10][C@H:11]([CH2:19][C:20]1[CH:25]=[CH:24][C:23]([O:26][CH2:27][CH2:28][O:29][S:30]([C:33]2[CH:38]=[CH:37][C:36]([CH3:39])=[CH:35][CH:34]=2)(=[O:31])=[O:32])=[CH:22][N+:21]=1[O-:52])[C:12]([O:14][C:15]([CH3:18])([CH3:17])[CH3:16])=[O:13])=[O:7])([CH3:2])([CH3:3])[CH3:4].